This data is from Catalyst prediction with 721,799 reactions and 888 catalyst types from USPTO. The task is: Predict which catalyst facilitates the given reaction. (1) Reactant: [S:1]1[CH:5]=[CH:4][CH:3]=[C:2]1[C:6]1[NH:15][C:9]2=[N+:10]([O-])[CH:11]=[CH:12][CH:13]=[C:8]2[CH:7]=1.CS([Cl:20])(=O)=O. Product: [Cl:20][C:13]1[CH:12]=[CH:11][N:10]=[C:9]2[NH:15][C:6]([C:2]3[S:1][CH:5]=[CH:4][CH:3]=3)=[CH:7][C:8]=12. The catalyst class is: 3. (2) Reactant: [O:1]1[CH2:6][CH2:5][N:4]([C:7]2[CH:12]=[C:11]3[NH:13][CH2:14][C:15]4([CH2:20][CH2:19][O:18][CH2:17][CH2:16]4)[C:10]3=[CH:9][CH:8]=2)[CH2:3][CH2:2]1.CN(C=O)C.[H-].[Na+].Cl[C:29]1[C:38]2[C:33](=[CH:34][C:35]([Cl:39])=[CH:36][CH:37]=2)[N:32]=[C:31]([C:40]2[CH:45]=[CH:44][CH:43]=[CH:42][C:41]=2[F:46])[C:30]=1[CH3:47]. Product: [Cl:39][C:35]1[CH:34]=[C:33]2[C:38]([C:29]([N:13]3[C:11]4[C:10](=[CH:9][CH:8]=[C:7]([N:4]5[CH2:3][CH2:2][O:1][CH2:6][CH2:5]5)[CH:12]=4)[C:15]4([CH2:20][CH2:19][O:18][CH2:17][CH2:16]4)[CH2:14]3)=[C:30]([CH3:47])[C:31]([C:40]3[CH:45]=[CH:44][CH:43]=[CH:42][C:41]=3[F:46])=[N:32]2)=[CH:37][CH:36]=1. The catalyst class is: 25. (3) Reactant: [NH2:1][C:2]1[CH:7]=[C:6]([O:8][C:9]2[C:14]([F:15])=[CH:13][C:12]([NH:16][C:17]([C:19]3([C:22]([NH:24][C:25]4[CH:30]=[CH:29][C:28]([F:31])=[CH:27][CH:26]=4)=[O:23])[CH2:21][CH2:20]3)=[O:18])=[C:11]([F:32])[CH:10]=2)[CH:5]=[CH:4][N:3]=1.[C:33]([O:37][C:38]([N:40]1[CH2:43][CH:42]([C:44](O)=[O:45])[CH2:41]1)=[O:39])([CH3:36])([CH3:35])[CH3:34].CN(C(ON1N=NC2C=CC=NC1=2)=[N+](C)C)C.F[P-](F)(F)(F)(F)F.CCN(C(C)C)C(C)C. Product: [F:15][C:14]1[CH:13]=[C:12]([NH:16][C:17]([C:19]2([C:22](=[O:23])[NH:24][C:25]3[CH:26]=[CH:27][C:28]([F:31])=[CH:29][CH:30]=3)[CH2:21][CH2:20]2)=[O:18])[C:11]([F:32])=[CH:10][C:9]=1[O:8][C:6]1[CH:5]=[CH:4][N:3]=[C:2]([NH:1][C:44]([CH:42]2[CH2:43][N:40]([C:38]([O:37][C:33]([CH3:36])([CH3:35])[CH3:34])=[O:39])[CH2:41]2)=[O:45])[CH:7]=1. The catalyst class is: 3. (4) Reactant: [CH2:1]([O:3][C:4]([C:6]1[N:7]=[CH:8][S:9][C:10]=1NCC1C=CC(OC)=CC=1)=[O:5])[CH3:2].[H-].[Na+].FC1C=CC=C(F)C=1C(Cl)=O. Product: [CH2:1]([O:3][C:4]([C:6]1[N:7]=[CH:8][S:9][CH:10]=1)=[O:5])[CH3:2]. The catalyst class is: 3. (5) Reactant: [H-].[Na+].CN(C)C=[O:6].[Br:8][C:9]1[CH:10]=[C:11]2[C:16](=[CH:17][CH:18]=1)[C:15](=[O:19])[NH:14][CH:13]=[CH:12]2.Br[CH2:21][C:22]([CH3:24])=[CH2:23]. Product: [Br:8][C:9]1[CH:10]=[C:11]2[C:16](=[CH:17][CH:18]=1)[C:15](=[O:19])[N:14]([CH2:21][C:22]([OH:6])([CH3:24])[CH3:23])[CH:13]=[CH:12]2. The catalyst class is: 6.